This data is from NCI-60 drug combinations with 297,098 pairs across 59 cell lines. The task is: Regression. Given two drug SMILES strings and cell line genomic features, predict the synergy score measuring deviation from expected non-interaction effect. (1) Drug 1: CC(CN1CC(=O)NC(=O)C1)N2CC(=O)NC(=O)C2. Drug 2: CC1OCC2C(O1)C(C(C(O2)OC3C4COC(=O)C4C(C5=CC6=C(C=C35)OCO6)C7=CC(=C(C(=C7)OC)O)OC)O)O. Cell line: UACC-257. Synergy scores: CSS=14.4, Synergy_ZIP=2.34, Synergy_Bliss=8.20, Synergy_Loewe=5.83, Synergy_HSA=8.24. (2) Drug 1: CN(CC1=CN=C2C(=N1)C(=NC(=N2)N)N)C3=CC=C(C=C3)C(=O)NC(CCC(=O)O)C(=O)O. Drug 2: C1=NC2=C(N1)C(=S)N=CN2. Cell line: 786-0. Synergy scores: CSS=73.2, Synergy_ZIP=-0.625, Synergy_Bliss=-2.69, Synergy_Loewe=-2.30, Synergy_HSA=-0.455. (3) Drug 1: C1CC(=O)NC(=O)C1N2C(=O)C3=CC=CC=C3C2=O. Drug 2: C1CCC(C(C1)N)N.C(=O)(C(=O)[O-])[O-].[Pt+4]. Cell line: T-47D. Synergy scores: CSS=-0.926, Synergy_ZIP=-2.81, Synergy_Bliss=-8.17, Synergy_Loewe=-22.8, Synergy_HSA=-12.4. (4) Drug 1: CC1=C(N=C(N=C1N)C(CC(=O)N)NCC(C(=O)N)N)C(=O)NC(C(C2=CN=CN2)OC3C(C(C(C(O3)CO)O)O)OC4C(C(C(C(O4)CO)O)OC(=O)N)O)C(=O)NC(C)C(C(C)C(=O)NC(C(C)O)C(=O)NCCC5=NC(=CS5)C6=NC(=CS6)C(=O)NCCC[S+](C)C)O. Drug 2: CC1=C(C(=O)C2=C(C1=O)N3CC4C(C3(C2COC(=O)N)OC)N4)N. Cell line: NCIH23. Synergy scores: CSS=53.5, Synergy_ZIP=-0.737, Synergy_Bliss=-0.248, Synergy_Loewe=-6.15, Synergy_HSA=3.35. (5) Drug 1: CNC(=O)C1=NC=CC(=C1)OC2=CC=C(C=C2)NC(=O)NC3=CC(=C(C=C3)Cl)C(F)(F)F. Drug 2: CN(CCCl)CCCl.Cl. Cell line: HT29. Synergy scores: CSS=35.5, Synergy_ZIP=3.84, Synergy_Bliss=3.18, Synergy_Loewe=-34.7, Synergy_HSA=-1.69. (6) Drug 1: CC(C)CN1C=NC2=C1C3=CC=CC=C3N=C2N. Drug 2: C1C(C(OC1N2C=NC3=C2NC=NCC3O)CO)O. Cell line: SK-MEL-28. Synergy scores: CSS=3.56, Synergy_ZIP=-2.06, Synergy_Bliss=-1.48, Synergy_Loewe=-7.13, Synergy_HSA=-0.409. (7) Drug 1: C1C(C(OC1N2C=NC3=C(N=C(N=C32)Cl)N)CO)O. Drug 2: CC=C1C(=O)NC(C(=O)OC2CC(=O)NC(C(=O)NC(CSSCCC=C2)C(=O)N1)C(C)C)C(C)C. Cell line: MCF7. Synergy scores: CSS=14.0, Synergy_ZIP=0.189, Synergy_Bliss=0.649, Synergy_Loewe=-39.3, Synergy_HSA=1.03. (8) Drug 1: C1CC(=O)NC(=O)C1N2C(=O)C3=CC=CC=C3C2=O. Drug 2: CC(C)CN1C=NC2=C1C3=CC=CC=C3N=C2N. Cell line: UO-31. Synergy scores: CSS=-0.413, Synergy_ZIP=0.146, Synergy_Bliss=0.389, Synergy_Loewe=-6.75, Synergy_HSA=-3.67.